This data is from Peptide-MHC class I binding affinity with 185,985 pairs from IEDB/IMGT. The task is: Regression. Given a peptide amino acid sequence and an MHC pseudo amino acid sequence, predict their binding affinity value. This is MHC class I binding data. (1) The peptide sequence is FLPSDFFPSV. The MHC is HLA-B07:02 with pseudo-sequence HLA-B07:02. The binding affinity (normalized) is 0.0330. (2) The peptide sequence is SEFNTYKRSG. The MHC is HLA-B44:03 with pseudo-sequence HLA-B44:03. The binding affinity (normalized) is 0.181.